This data is from Forward reaction prediction with 1.9M reactions from USPTO patents (1976-2016). The task is: Predict the product of the given reaction. (1) Given the reactants [CH3:1][C:2]1[O:3][C:4]2[C:9]([C:10](=[O:12])[CH:11]=1)=[CH:8][CH:7]=[CH:6][C:5]=2[CH:13]=O.[O:15]=[C:16]([CH3:25])[CH2:17][C:18]([O:20][CH2:21][CH2:22][C:23]#[N:24])=[O:19].C(O)(=O)C.N1CCCCC1, predict the reaction product. The product is: [CH3:1][C:2]1[O:3][C:4]2[C:9]([C:10](=[O:12])[CH:11]=1)=[CH:8][CH:7]=[CH:6][C:5]=2/[CH:13]=[C:17](/[C:16](=[O:15])[CH3:25])\[C:18]([O:20][CH2:21][CH2:22][C:23]#[N:24])=[O:19]. (2) Given the reactants I[C:2]1[CH:7]=[N:6][C:5]([O:8][CH2:9][CH:10]2[CH2:15][CH2:14][N:13]([CH2:16][C:17]3([C:21]([F:24])([F:23])[F:22])[CH2:20][CH2:19][CH2:18]3)[CH2:12][CH2:11]2)=[CH:4][N:3]=1.[CH2:25]([O:27][C:28]([C:30]1[CH:35]=[CH:34][C:33](B(O)O)=[CH:32][C:31]=1[F:39])=[O:29])[CH3:26].C([O-])([O-])=O.[Cs+].[Cs+].O1CCOCC1, predict the reaction product. The product is: [F:39][C:31]1[CH:32]=[C:33]([C:2]2[CH:7]=[N:6][C:5]([O:8][CH2:9][CH:10]3[CH2:15][CH2:14][N:13]([CH2:16][C:17]4([C:21]([F:24])([F:23])[F:22])[CH2:20][CH2:19][CH2:18]4)[CH2:12][CH2:11]3)=[CH:4][N:3]=2)[CH:34]=[CH:35][C:30]=1[C:28]([O:27][CH2:25][CH3:26])=[O:29]. (3) Given the reactants CC1(C)C(C)(C)[O:5][B:4](C2OC(C)(C)C(C)(C)O2)[O:3]1.Br[C:20]1[C:25]([F:26])=[CH:24][N:23]=[C:22]([CH2:27][N:28]2[C:36](=[O:37])[C:35]3[C:30](=[CH:31][CH:32]=[CH:33][CH:34]=3)[C:29]2=[O:38])[CH:21]=1.CC([O-])=O.[K+].O1CCOCC1, predict the reaction product. The product is: [O:38]=[C:29]1[C:30]2[C:35](=[CH:34][CH:33]=[CH:32][CH:31]=2)[C:36](=[O:37])[N:28]1[CH2:27][C:22]1[CH:21]=[C:20]([B:4]([OH:5])[OH:3])[C:25]([F:26])=[CH:24][N:23]=1. (4) Given the reactants [NH2:1][CH2:2][CH2:3][C:4]1[CH:35]=[CH:34][C:7]([O:8][CH2:9][CH2:10][C:11]2[CH:16]=[CH:15][C:14]([OH:17])=[C:13]([C@@H:18]([C:28]3[CH:33]=[CH:32][CH:31]=[CH:30][CH:29]=3)[CH2:19][CH2:20][N:21]([CH:25]([CH3:27])[CH3:26])[CH:22]([CH3:24])[CH3:23])[CH:12]=2)=[CH:6][CH:5]=1.[Cl:36][C:37]1[CH:38]=[C:39]([CH:42]=[C:43]([F:46])[C:44]=1[OH:45])[CH:40]=O.S([O-])([O-])(=O)=O.[Mg+2].[BH4-].[Na+], predict the reaction product. The product is: [NH3:1].[Cl:36][C:37]1[CH:38]=[C:39]([CH2:40][NH:1][CH2:2][CH2:3][C:4]2[CH:5]=[CH:6][C:7]([O:8][CH2:9][CH2:10][C:11]3[CH:16]=[CH:15][C:14]([OH:17])=[C:13]([C@@H:18]([C:28]4[CH:29]=[CH:30][CH:31]=[CH:32][CH:33]=4)[CH2:19][CH2:20][N:21]([CH:25]([CH3:26])[CH3:27])[CH:22]([CH3:24])[CH3:23])[CH:12]=3)=[CH:34][CH:35]=2)[CH:42]=[C:43]([F:46])[C:44]=1[OH:45]. (5) Given the reactants [OH:1][C:2]1[CH:3]=[C:4]([CH:7]=[CH:8][C:9]=1[O:10][CH3:11])[CH:5]=[O:6].C([O-])([O-])=O.[K+].[K+].Cl[CH2:19][CH2:20][O:21][CH3:22].C(OCC)(=O)C, predict the reaction product. The product is: [CH3:11][O:10][C:9]1[CH:8]=[CH:7][C:4]([CH:5]=[O:6])=[CH:3][C:2]=1[O:1][CH2:19][CH2:20][O:21][CH3:22]. (6) Given the reactants [NH2:1][C:2]1[CH:3]=[C:4]([C:11]([OH:13])=[O:12])[CH:5]=[C:6]([CH:10]=1)[C:7]([OH:9])=[O:8].Cl.N([O-])=O.[Na+].[N-:19]=[N+:20]=[N-].[Na+], predict the reaction product. The product is: [N:1]([C:2]1[CH:3]=[C:4]([C:11]([OH:13])=[O:12])[CH:5]=[C:6]([CH:10]=1)[C:7]([OH:9])=[O:8])=[N+:19]=[N-:20]. (7) Given the reactants [Br:1][C:2]1[CH:7]=[CH:6][C:5]([C:8]2(O)[CH2:11][CH2:10][CH2:9]2)=[CH:4][CH:3]=1.C(N(S(F)(F)[F:19])CC)C.C([O-])(O)=O.[Na+], predict the reaction product. The product is: [Br:1][C:2]1[CH:7]=[CH:6][C:5]([C:8]2([F:19])[CH2:11][CH2:10][CH2:9]2)=[CH:4][CH:3]=1. (8) Given the reactants [CH2:1]([C:9]1[CH:21]=[CH:20][C:12]([CH2:13][CH2:14]CS([O-])(=O)=O)=[CH:11][CH:10]=1)[CH2:2][CH2:3][CH2:4][CH2:5][CH2:6][CH2:7][CH3:8].[I-:22].[Na+], predict the reaction product. The product is: [I:22][CH2:14][CH2:13][C:12]1[CH:20]=[CH:21][C:9]([CH2:1][CH2:2][CH2:3][CH2:4][CH2:5][CH2:6][CH2:7][CH3:8])=[CH:10][CH:11]=1.